Predict the reactants needed to synthesize the given product. From a dataset of Full USPTO retrosynthesis dataset with 1.9M reactions from patents (1976-2016). (1) The reactants are: [N:1]1[CH:6]=[CH:5][CH:4]=[C:3]([NH:7][C:8](=[O:10])[O-])[N:2]=1.[F:11][C:12]1[CH:17]=[CH:16][C:15]([C:18]2[CH:23]=[C:22]([N:24]3[CH2:29][CH2:28][NH:27][CH2:26][CH2:25]3)[N:21]=[CH:20][N:19]=2)=[CH:14][CH:13]=1. Given the product [F:11][C:12]1[CH:17]=[CH:16][C:15]([C:18]2[N:19]=[CH:20][N:21]=[C:22]([N:24]3[CH2:25][CH2:26][N:27]([C:8]([NH:7][C:3]4[N:2]=[N:1][CH:6]=[CH:5][CH:4]=4)=[O:10])[CH2:28][CH2:29]3)[CH:23]=2)=[CH:14][CH:13]=1, predict the reactants needed to synthesize it. (2) Given the product [C:36]([O:35][C:33]([N:25]1[C:26]([CH3:28])=[CH:27][C:23]([N:22]([C:33]([O:35][C:36]([CH3:39])([CH3:38])[CH3:37])=[O:34])[C:12]2[C:11]3[C:16](=[CH:17][C:8]([C:7]([CH3:30])([CH3:29])[O:6][SiH2:5][C:1]([CH3:2])([CH3:3])[CH3:4])=[CH:9][CH:10]=3)[C:15](=[O:18])[N:14]([CH:19]([CH3:21])[CH3:20])[N:13]=2)=[N:24]1)=[O:34])([CH3:39])([CH3:38])[CH3:37], predict the reactants needed to synthesize it. The reactants are: [C:1]([SiH2:5][O:6][C:7]([CH3:30])([CH3:29])[C:8]1[CH:17]=[C:16]2[C:11]([C:12]([NH:22][C:23]3[CH:27]=[C:26]([CH3:28])[NH:25][N:24]=3)=[N:13][N:14]([CH:19]([CH3:21])[CH3:20])[C:15]2=[O:18])=[CH:10][CH:9]=1)([CH3:4])([CH3:3])[CH3:2].[H-].[Na+].[C:33](O[C:33]([O:35][C:36]([CH3:39])([CH3:38])[CH3:37])=[O:34])([O:35][C:36]([CH3:39])([CH3:38])[CH3:37])=[O:34]. (3) Given the product [NH2:25][C:26]1[C:31]([C:32]([O:34][CH3:35])=[O:33])=[CH:30][C:29]([C:36]([F:38])([F:37])[F:39])=[CH:28][N:27]=1, predict the reactants needed to synthesize it. The reactants are: C1(OC)C=CC=CC=1.FC(F)(F)C(O)=O.COC1C=CC(C[NH:25][C:26]2[C:31]([C:32]([O:34][CH3:35])=[O:33])=[CH:30][C:29]([C:36]([F:39])([F:38])[F:37])=[CH:28][N:27]=2)=CC=1. (4) The reactants are: [Cl:1][C:2]1[CH:7]=[CH:6][C:5]([C:8](=[O:10])[CH3:9])=[CH:4][N:3]=1.[Br:11]Br.C(OCC)C. Given the product [Br:11][CH2:9][C:8]([C:5]1[CH:4]=[N:3][C:2]([Cl:1])=[CH:7][CH:6]=1)=[O:10].[BrH:11], predict the reactants needed to synthesize it. (5) Given the product [ClH:39].[CH2:1]([N:3]1[CH:7]=[C:6]([CH2:8][N:9]2[C:14]3[CH:15]=[C:16]([C:18]4[CH:23]=[CH:22][CH:21]=[CH:20][CH:19]=4)[S:17][C:13]=3[C:12](=[O:24])[N:11]([CH:25]3[CH2:30][CH2:29][NH:28][CH2:27][CH2:26]3)[C:10]2=[O:38])[CH:5]=[N:4]1)[CH3:2], predict the reactants needed to synthesize it. The reactants are: [CH2:1]([N:3]1[CH:7]=[C:6]([CH2:8][N:9]2[C:14]3[CH:15]=[C:16]([C:18]4[CH:23]=[CH:22][CH:21]=[CH:20][CH:19]=4)[S:17][C:13]=3[C:12](=[O:24])[N:11]([CH:25]3[CH2:30][CH2:29][N:28](C(OC(C)(C)C)=O)[CH2:27][CH2:26]3)[C:10]2=[O:38])[CH:5]=[N:4]1)[CH3:2].[ClH:39]. (6) Given the product [CH3:3][C:2]1([CH3:10])[CH2:4][CH2:5][C:6]([CH3:8])([CH3:7])[C:15]2[CH:16]=[C:11]([OH:17])[CH:12]=[CH:13][C:14]1=2, predict the reactants needed to synthesize it. The reactants are: Cl[C:2]([CH3:10])([CH2:4][CH2:5][C:6](Cl)([CH3:8])[CH3:7])[CH3:3].[C:11]1([OH:17])[CH:16]=[CH:15][CH:14]=[CH:13][CH:12]=1.[Al+3].[Cl-].[Cl-].[Cl-].